Dataset: Catalyst prediction with 721,799 reactions and 888 catalyst types from USPTO. Task: Predict which catalyst facilitates the given reaction. (1) Reactant: [Br:1][C:2]1[CH:14]=[CH:13][C:5]([C:6](/[N:8]=[CH:9]/[N:10](C)C)=O)=[CH:4][CH:3]=1.[NH2:15]N.O. Product: [Br:1][C:2]1[CH:14]=[CH:13][C:5]([C:6]2[N:8]=[CH:9][NH:10][N:15]=2)=[CH:4][CH:3]=1. The catalyst class is: 15. (2) Product: [F:4][C:5]1[CH:10]=[CH:9][C:8]([N:1]=[N:2][NH:3][CH2:19][C:20]([OH:22])=[O:21])=[CH:7][CH:6]=1.[NH:1]=[N:2][NH2:3]. Reactant: [NH:1]=[N:2][NH2:3].[F:4][C:5]1[CH:10]=[CH:9][C:8](N)=[CH:7][CH:6]=1.Cl.N([O-])=O.[Na+].N([CH2:19][C:20]([OH:22])=[O:21])C.C(=O)([O-])[O-].[Na+].[Na+]. The catalyst class is: 6. (3) Reactant: [NH2:1][C:2](=[N:23][OH:24])[C:3]1[CH:8]=[CH:7][N:6]=[C:5]([N:9]2[CH2:14][CH2:13][N:12]([C:15](=[O:22])[CH2:16][CH2:17][C:18]([CH3:21])([CH3:20])[CH3:19])[CH2:11][CH2:10]2)[N:4]=1.[OH-].[Na+].O1CC[CH2:29][CH2:28]1. Product: [CH3:19][C:18]([CH3:20])([CH3:21])[CH2:17][CH2:16][C:15]([N:12]1[CH2:13][CH2:14][N:9]([C:5]2[N:4]=[C:3]([C:2]3[N:1]=[C:28]([CH3:29])[O:24][N:23]=3)[CH:8]=[CH:7][N:6]=2)[CH2:10][CH2:11]1)=[O:22]. The catalyst class is: 13. (4) Reactant: C([O:8][CH:9]1[CH2:12][CH:11]([C:13]([O:15][CH2:16][CH2:17][C:18]2[CH:23]=[CH:22][CH:21]=[CH:20][CH:19]=2)=[O:14])[CH2:10]1)C1C=CC=CC=1. Product: [OH:8][CH:9]1[CH2:12][CH:11]([C:13]([O:15][CH2:16][CH2:17][C:18]2[CH:19]=[CH:20][CH:21]=[CH:22][CH:23]=2)=[O:14])[CH2:10]1. The catalyst class is: 350. (5) Reactant: C(OC([NH:8][CH:9]([CH3:40])[C:10]([NH:12][CH:13]([C:36]([O:38][CH3:39])=[O:37])[CH2:14][C:15]1[CH:35]=[CH:34][C:18]([O:19][C:20]2[CH:33]=[CH:32][C:23]([CH2:24][CH:25]3[S:29][C:28](=[O:30])[NH:27][C:26]3=[O:31])=[CH:22][CH:21]=2)=[CH:17][CH:16]=1)=[O:11])=O)(C)(C)C.[ClH:41]. Product: [ClH:41].[NH2:8][CH:9]([CH3:40])[C:10]([NH:12][CH:13]([C:36]([O:38][CH3:39])=[O:37])[CH2:14][C:15]1[CH:35]=[CH:34][C:18]([O:19][C:20]2[CH:33]=[CH:32][C:23]([CH2:24][CH:25]3[S:29][C:28](=[O:30])[NH:27][C:26]3=[O:31])=[CH:22][CH:21]=2)=[CH:17][CH:16]=1)=[O:11]. The catalyst class is: 4.